From a dataset of Forward reaction prediction with 1.9M reactions from USPTO patents (1976-2016). Predict the product of the given reaction. Given the reactants [Cl-].[CH3:2][O:3]C[P+](C1C=CC=CC=1)(C1C=CC=CC=1)C1C=CC=CC=1.[CH3:24][C:25]([C:36]1[CH:37]=[N:38][CH:39]=[CH:40][CH:41]=1)([CH2:28][C:29]1[CH:34]=[CH:33][C:32]([CH3:35])=[CH:31][CH:30]=1)[CH:26]=O, predict the reaction product. The product is: [CH3:24][C:25]([C:36]1[CH:37]=[N:38][CH:39]=[CH:40][CH:41]=1)([CH2:28][C:29]1[CH:34]=[CH:33][C:32]([CH3:35])=[CH:31][CH:30]=1)[CH2:26][CH:2]=[O:3].